This data is from Catalyst prediction with 721,799 reactions and 888 catalyst types from USPTO. The task is: Predict which catalyst facilitates the given reaction. (1) Reactant: [C:9](O[C:9]([O:11][C:12]([CH3:15])([CH3:14])[CH3:13])=[O:10])([O:11][C:12]([CH3:15])([CH3:14])[CH3:13])=[O:10].Br.[NH2:17][C:18]1[S:19][C:20]([Br:23])=[CH:21][N:22]=1. Product: [C:12]([O:11][C:9](=[O:10])[NH:17][C:18]1[S:19][C:20]([Br:23])=[CH:21][N:22]=1)([CH3:13])([CH3:14])[CH3:15]. The catalyst class is: 17. (2) Reactant: [Cl-].C[N+](C)(C)CCOC(=O)C=C.[C:13]([NH:17][C:18](=[O:21])[CH:19]=[CH2:20])([CH3:16])([CH3:15])[CH3:14].[C:22]([NH2:26])(=[O:25])[CH:23]=[CH2:24]. Product: [C:13]([NH:17][C:18](=[O:21])[CH:19]=[CH2:20])([CH3:16])([CH3:15])[CH3:14].[C:22]([NH2:26])(=[O:25])[CH:23]=[CH2:24]. The catalyst class is: 32. (3) Reactant: [CH3:1][N:2]1[CH:6]=[C:5]([C:7](O)=[O:8])[C:4]([CH3:10])=[N:3]1.O1CCCC1.S(Cl)(Cl)=O.[NH2:20][C:21]1[CH:22]=[C:23]([CH:40]=[CH:41][C:42]=1[F:43])[O:24][C:25]1[CH:26]=[CH:27][C:28]2[N:29]([N:31]=[C:32]([NH:34][C:35]([CH:37]3[CH2:39][CH2:38]3)=[O:36])[N:33]=2)[CH:30]=1. Product: [CH:37]1([C:35]([NH:34][C:32]2[N:33]=[C:28]3[CH:27]=[CH:26][C:25]([O:24][C:23]4[CH:40]=[CH:41][C:42]([F:43])=[C:21]([NH:20][C:7]([C:5]5[C:4]([CH3:10])=[N:3][N:2]([CH3:1])[CH:6]=5)=[O:8])[CH:22]=4)=[CH:30][N:29]3[N:31]=2)=[O:36])[CH2:38][CH2:39]1. The catalyst class is: 402.